From a dataset of Catalyst prediction with 721,799 reactions and 888 catalyst types from USPTO. Predict which catalyst facilitates the given reaction. (1) Reactant: [Cl:1][C:2]1[CH:7]=[C:6]([O:8]C)[CH:5]=[CH:4][C:3]=1[S:10]([NH:13][C:14]1[CH:15]=[CH:16][C:17]2[CH2:21][O:20][B:19]([OH:22])[C:18]=2[CH:23]=1)(=[O:12])=[O:11].BrB(Br)Br.CC(C)=O.C(=O)=O. Product: [Cl:1][C:2]1[CH:7]=[C:6]([OH:8])[CH:5]=[CH:4][C:3]=1[S:10]([NH:13][C:14]1[CH:15]=[CH:16][C:17]2[CH2:21][O:20][B:19]([OH:22])[C:18]=2[CH:23]=1)(=[O:12])=[O:11]. The catalyst class is: 4. (2) Reactant: [N+:1]([C:4]1[CH:5]=[C:6]([CH:9]=[C:10]([N+:12]([O-])=O)[CH:11]=1)[C:7]#[N:8])([O-])=O.Cl[Sn]Cl.[OH-].[Na+]. Product: [NH2:1][C:4]1[CH:5]=[C:6]([CH:9]=[C:10]([NH2:12])[CH:11]=1)[C:7]#[N:8]. The catalyst class is: 33. (3) Reactant: Br[CH:2](Br)[C:3]1[CH:4]=[C:5]([N:9]2[C:13]3[N:14]=[CH:15][NH:16][C:17](=[O:18])[C:12]=3[CH:11]=[N:10]2)[CH:6]=[CH:7][CH:8]=1.C(=O)([O-])[O-:21].[Ca+2].O1CCOCC1. Product: [O:18]=[C:17]1[NH:16][CH:15]=[N:14][C:13]2[N:9]([C:5]3[CH:4]=[C:3]([CH:8]=[CH:7][CH:6]=3)[CH:2]=[O:21])[N:10]=[CH:11][C:12]1=2. The catalyst class is: 6. (4) Reactant: C1(C)C(S(O)(=O)=O)=CC=CC=1.O[C:13]1([CH2:33][CH2:34][C:35]2[CH:44]=[CH:43][C:38]3[C:39](=[O:42])[O:40][CH2:41][C:37]=3[CH:36]=2)[CH2:18][CH2:17][N:16]([C:19](=[O:32])[CH2:20][C:21]2[CH:26]=[CH:25][C:24]([N:27]3[CH:31]=[N:30][N:29]=[N:28]3)=[CH:23][CH:22]=2)[CH2:15][CH2:14]1. Product: [N:27]1([C:24]2[CH:23]=[CH:22][C:21]([CH2:20][C:19]([N:16]3[CH2:15][CH:14]=[C:13]([CH2:33][CH2:34][C:35]4[CH:44]=[CH:43][C:38]5[C:39](=[O:42])[O:40][CH2:41][C:37]=5[CH:36]=4)[CH2:18][CH2:17]3)=[O:32])=[CH:26][CH:25]=2)[CH:31]=[N:30][N:29]=[N:28]1. The catalyst class is: 48. (5) Product: [Br:1][C:2]1[CH:10]=[CH:9][CH:8]=[C:7]2[C:3]=1[CH:4]=[N:5][N:6]2[CH:12]1[CH2:13][CH2:14][CH2:15][CH2:16][O:11]1. Reactant: [Br:1][C:2]1[CH:10]=[CH:9][CH:8]=[C:7]2[C:3]=1[CH:4]=[N:5][NH:6]2.[O:11]1[CH:16]=[CH:15][CH2:14][CH2:13][CH2:12]1.C1(C)C=CC(S(O)(=O)=O)=CC=1. The catalyst class is: 35. (6) Reactant: [F:1][C:2]1[C:3]([O:21][CH3:22])=[C:4]([O:19][CH3:20])[CH:5]=[C:6]2[C:11]=1[N:10]=[C:9]([N:12]1[CH2:17][CH2:16][NH:15][CH2:14][CH2:13]1)[N:8]=[C:7]2[NH2:18].C(N(CC)CC)C.C(OC([NH:37][C@@H:38]([CH:43]1[CH2:47][CH2:46][CH2:45][CH2:44]1)[CH2:39][C:40](O)=[O:41])=O)(C)(C)C.C1C=CC2N(O)N=NC=2C=1.CN(C(ON1N=NC2C=CC=CC1=2)=[N+](C)C)C.F[P-](F)(F)(F)(F)F. Product: [NH2:37][C@@H:38]([CH:43]1[CH2:47][CH2:46][CH2:45][CH2:44]1)[CH2:39][C:40]([N:15]1[CH2:16][CH2:17][N:12]([C:9]2[N:8]=[C:7]([NH2:18])[C:6]3[C:11](=[C:2]([F:1])[C:3]([O:21][CH3:22])=[C:4]([O:19][CH3:20])[CH:5]=3)[N:10]=2)[CH2:13][CH2:14]1)=[O:41]. The catalyst class is: 210. (7) Reactant: [NH2:1][C:2]1[N:10]=[CH:9][CH:8]=[CH:7][C:3]=1[C:4]([OH:6])=O.ON1C2C=CC=CC=2N=N1.CCN=C=NCCCN(C)C.[Cl:32][C:33]1[CH:47]=[CH:46][C:36]([O:37][C:38]2[CH:45]=[CH:44][C:41]([CH2:42][NH2:43])=[CH:40][CH:39]=2)=[CH:35][CH:34]=1.C(=O)(O)[O-].[Na+]. Product: [Cl:32][C:33]1[CH:47]=[CH:46][C:36]([O:37][C:38]2[CH:45]=[CH:44][C:41]([CH2:42][NH:43][C:4](=[O:6])[C:3]3[CH:7]=[CH:8][CH:9]=[N:10][C:2]=3[NH2:1])=[CH:40][CH:39]=2)=[CH:35][CH:34]=1. The catalyst class is: 3. (8) Reactant: Cl.[F:2][C:3]1[CH:8]=[C:7]([F:9])[CH:6]=[CH:5][C:4]=1[CH:10]1[CH2:15][CH:14]([C:16]([O:18][CH3:19])=[O:17])[CH2:13][CH2:12][NH:11]1.CCN(C(C)C)C(C)C.[C:29](Cl)(=[O:32])[O:30][CH3:31]. Product: [F:2][C:3]1[CH:8]=[C:7]([F:9])[CH:6]=[CH:5][C:4]=1[CH:10]1[CH2:15][CH:14]([C:16]([O:18][CH3:19])=[O:17])[CH2:13][CH2:12][N:11]1[C:29]([O:30][CH3:31])=[O:32]. The catalyst class is: 2. (9) Reactant: Br[CH2:2][C:3]1[CH:27]=[CH:26][C:6]([C:7]([NH:9][C:10]2[S:11][C:12]([N:20]3[CH2:25][CH2:24][O:23][CH2:22][CH2:21]3)=[C:13]([C:15]3[O:16][CH:17]=[CH:18][CH:19]=3)[N:14]=2)=[O:8])=[CH:5][CH:4]=1.[NH:28]1[CH:32]=[CH:31][N:30]=[CH:29]1.O. Product: [O:16]1[CH:17]=[CH:18][CH:19]=[C:15]1[C:13]1[N:14]=[C:10]([NH:9][C:7](=[O:8])[C:6]2[CH:26]=[CH:27][C:3]([CH2:2][N:28]3[CH:32]=[CH:31][N:30]=[CH:29]3)=[CH:4][CH:5]=2)[S:11][C:12]=1[N:20]1[CH2:25][CH2:24][O:23][CH2:22][CH2:21]1. The catalyst class is: 3. (10) Product: [NH2:13][C:11]1[CH:10]=[C:4]([CH:3]=[C:2]([Br:1])[CH:12]=1)[C:5]([O:7][CH2:8][CH3:9])=[O:6]. The catalyst class is: 8. Reactant: [Br:1][C:2]1[CH:3]=[C:4]([CH:10]=[C:11]([N+:13]([O-])=O)[CH:12]=1)[C:5]([O:7][CH2:8][CH3:9])=[O:6].[Sn](Cl)Cl.